The task is: Predict the product of the given reaction.. This data is from Forward reaction prediction with 1.9M reactions from USPTO patents (1976-2016). Given the reactants [CH:1]1([CH2:4][NH:5][C:6](=[O:17])[NH:7][C:8]2[CH:16]=[CH:15][C:11]([C:12]([OH:14])=O)=[CH:10][CH:9]=2)[CH2:3][CH2:2]1.[N:18]1([CH2:25][C:26]2[CH:31]=[CH:30][C:29]([C:32]([OH:41])([C:37]([F:40])([F:39])[F:38])[C:33]([F:36])([F:35])[F:34])=[CH:28][CH:27]=2)[CH2:24][CH2:23][CH2:22][NH:21][CH2:20][CH2:19]1.C(N(CC)CC)C.Cl.CN(C)CCCN=C=NCC, predict the reaction product. The product is: [CH:1]1([CH2:4][NH:5][C:6]([NH:7][C:8]2[CH:9]=[CH:10][C:11]([C:12]([N:21]3[CH2:22][CH2:23][CH2:24][N:18]([CH2:25][C:26]4[CH:27]=[CH:28][C:29]([C:32]([OH:41])([C:37]([F:38])([F:39])[F:40])[C:33]([F:36])([F:34])[F:35])=[CH:30][CH:31]=4)[CH2:19][CH2:20]3)=[O:14])=[CH:15][CH:16]=2)=[O:17])[CH2:2][CH2:3]1.